From a dataset of Reaction yield outcomes from USPTO patents with 853,638 reactions. Predict the reaction yield, written as a fraction of the theoretical maximum amount of product (1.0 means a 100% yield; for example, 0.34 means a 34% yield). (1) The reactants are [CH2:1]([N:3]([C:12]1[CH:13]=[C:14]([CH3:29])[C:15]([CH3:28])=[C:16]2[C:20]=1[NH:19][C:18]([C:21]1[S:22][C:23]([CH:26]=[O:27])=[CH:24][N:25]=1)=[CH:17]2)[S:4]([C:7]1[S:8][CH:9]=[CH:10][CH:11]=1)(=[O:6])=[O:5])[CH3:2].CO.[BH4-].[Na+].C(O)(=O)CC(CC(O)=O)(C(O)=O)O. The catalyst is O1CCCC1. The product is [CH2:1]([N:3]([C:12]1[CH:13]=[C:14]([CH3:29])[C:15]([CH3:28])=[C:16]2[C:20]=1[NH:19][C:18]([C:21]1[S:22][C:23]([CH2:26][OH:27])=[CH:24][N:25]=1)=[CH:17]2)[S:4]([C:7]1[S:8][CH:9]=[CH:10][CH:11]=1)(=[O:5])=[O:6])[CH3:2]. The yield is 0.990. (2) The reactants are C([O:5][C:6]([C:8]1[CH:30]=[CH:29][C:11]([O:12][C:13]2[CH:22]=[C:21]3[C:16]([CH:17]([C:23]([O:25][CH2:26][CH3:27])=[O:24])[CH2:18][CH2:19][O:20]3)=[CH:15][C:14]=2[Cl:28])=[CH:10][CH:9]=1)=[O:7])(C)(C)C.C(O)(C(F)(F)F)=O. The catalyst is C(Cl)Cl. The product is [Cl:28][C:14]1[CH:15]=[C:16]2[C:21](=[CH:22][C:13]=1[O:12][C:11]1[CH:29]=[CH:30][C:8]([C:6]([OH:7])=[O:5])=[CH:9][CH:10]=1)[O:20][CH2:19][CH2:18][CH:17]2[C:23]([O:25][CH2:26][CH3:27])=[O:24]. The yield is 0.970. (3) The reactants are [NH2:1][C@H:2]1[CH2:8][CH2:7][C@@H:6]([O:9][CH2:10][CH2:11][CH2:12][CH2:13][CH2:14][CH2:15][N:16]=[N+:17]=[N-:18])[CH2:5][N:4]([CH3:19])[C:3]1=[O:20].[CH3:21][C:22]([CH3:40])([CH3:39])/[CH:23]=[CH:24]/[C@H:25]1[O:30][C:29]([CH3:32])([CH3:31])[O:28][CH:27]2[CH:33]([O:37][CH3:38])[C:34](=[O:36])[O:35][C@H:26]12. The catalyst is C(O)(C)C. The product is [N:16]([CH2:15][CH2:14][CH2:13][CH2:12][CH2:11][CH2:10][O:9][C@H:6]1[CH2:5][N:4]([CH3:19])[C:3](=[O:20])[C@@H:2]([NH:1][C:34](=[O:36])[C@@H:33]([C@H:27]2[C@H:26]([OH:35])[C@@H:25](/[CH:24]=[CH:23]/[C:22]([CH3:39])([CH3:21])[CH3:40])[O:30][C:29]([CH3:32])([CH3:31])[O:28]2)[O:37][CH3:38])[CH2:8][CH2:7]1)=[N+:17]=[N-:18]. The yield is 0.590. (4) The reactants are [NH2:1][C:2](=[C:10]([C:15](=O)[CH:16]([CH3:18])[CH3:17])[C:11]([O:13][CH3:14])=[O:12])[C:3]1[CH:8]=[CH:7][C:6]([F:9])=[CH:5][CH:4]=1.CN(C)C(=O)C.[C:26]([N:28]([CH3:33])[S:29]([CH3:32])(=[O:31])=[O:30])#[N:27].[H-].[Na+]. The catalyst is O. The product is [F:9][C:6]1[CH:7]=[CH:8][C:3]([C:2]2[C:10]([C:11]([O:13][CH3:14])=[O:12])=[C:15]([CH:16]([CH3:18])[CH3:17])[N:27]=[C:26]([N:28]([S:29]([CH3:32])(=[O:31])=[O:30])[CH3:33])[N:1]=2)=[CH:4][CH:5]=1. The yield is 0.291. (5) The reactants are [CH2:1]1[C:6](=[O:7])[C@@H:5]([OH:8])[C@H:4]([OH:9])[C@@H:3]([OH:10])[C@@H:2]1O. The catalyst is O. The product is [OH:10][C@@H:3]1[C@@H:4]([OH:9])[C@H:5]([OH:8])[C:6](=[O:7])[CH:1]=[CH:2]1. The yield is 0.500. (6) The reactants are ClCCCl.[N:5]([C:8]1[C:17]([C:18]2[CH:23]=[CH:22][CH:21]=[C:20]([CH:24]=[O:25])[CH:19]=2)=[N:16][C:15]([Br:26])=[CH:14][C:9]=1[C:10]([O:12][CH3:13])=[O:11])=[N+]=[N-]. The catalyst is CCCCCCCC(O)=O.CCCCCCCC(O)=O.CCCCCCCC(O)=O.CCCCCCCC(O)=O.[Rh].[Rh].C1COCC1. The product is [Br:26][C:15]1[CH:14]=[C:9]([C:10]([O:12][CH3:13])=[O:11])[C:8]2[NH:5][C:23]3[CH:22]=[CH:21][C:20]([CH:24]=[O:25])=[CH:19][C:18]=3[C:17]=2[N:16]=1. The yield is 0.580. (7) The reactants are [CH3:1][NH:2][CH:3]1[CH2:16][C:15]2[C:6]([CH3:25])([CH:7]3[CH:12]([CH2:13][CH:14]=2)[CH:11]2[CH2:17][CH2:18][CH:19]4[CH:20]([CH3:24])[N:21]([CH3:23])[CH2:22][C:10]24[CH2:9][CH2:8]3)[CH2:5][CH2:4]1.[C:26](Cl)(=[O:28])[CH3:27].C(N(CC)CC)C. The catalyst is ClCCl. The product is [CH3:1][N:2]([CH:3]1[CH2:16][C:15]2[C:6]([CH3:25])([CH:7]3[CH:12]([CH2:13][CH:14]=2)[CH:11]2[CH2:17][CH2:18][CH:19]4[CH:20]([CH3:24])[N:21]([CH3:23])[CH2:22][C:10]24[CH2:9][CH2:8]3)[CH2:5][CH2:4]1)[C:26](=[O:28])[CH3:27]. The yield is 0.780. (8) The reactants are [F:1][C:2]([F:18])([F:17])[CH:3]([C:5]1[CH:10]=[CH:9][CH:8]=[CH:7][C:6]=1[C:11]1[C:15]([CH3:16])=[CH:14][S:13][CH:12]=1)[OH:4].[NH2:19][C:20]1[N:25]=[C:24](Cl)[CH:23]=[C:22]([Cl:27])[N:21]=1.C(=O)([O-])[O-].[Cs+].[Cs+].O1CCOCC1. The catalyst is C(OCC)(=O)C. The product is [Cl:27][C:22]1[CH:23]=[C:24]([O:4][CH:3]([C:5]2[CH:10]=[CH:9][CH:8]=[CH:7][C:6]=2[C:11]2[C:15]([CH3:16])=[CH:14][S:13][CH:12]=2)[C:2]([F:1])([F:17])[F:18])[N:25]=[C:20]([NH2:19])[N:21]=1. The yield is 0.760. (9) The reactants are [CH3:1][C:2]1([CH3:12])[O:6][C:5](=[CH:7][C:8](Cl)=[O:9])[C:4](=[O:11])[O:3]1.[F:13][C:14]1[CH:15]=[C:16]([CH:21]=[CH:22][C:23]=1[CH3:24])[CH2:17][NH:18][O:19][CH3:20]. No catalyst specified. The product is [CH3:1][C:2]1([CH3:12])[O:6][C:5](=[CH:7][C:8]([N:18]([CH2:17][C:16]2[CH:21]=[CH:22][C:23]([CH3:24])=[C:14]([F:13])[CH:15]=2)[O:19][CH3:20])=[O:9])[C:4](=[O:11])[O:3]1. The yield is 1.00.